From a dataset of Peptide-MHC class I binding affinity with 185,985 pairs from IEDB/IMGT. Regression. Given a peptide amino acid sequence and an MHC pseudo amino acid sequence, predict their binding affinity value. This is MHC class I binding data. (1) The peptide sequence is VPRVHNQPQ. The MHC is HLA-B08:01 with pseudo-sequence HLA-B08:01. The binding affinity (normalized) is 0.201. (2) The peptide sequence is LFFTTTLFL. The MHC is HLA-A23:01 with pseudo-sequence HLA-A23:01. The binding affinity (normalized) is 0.348. (3) The peptide sequence is KVADVDLAVPV. The MHC is HLA-B14:02 with pseudo-sequence HLA-B14:02. The binding affinity (normalized) is 0.0847. (4) The MHC is HLA-A01:01 with pseudo-sequence HLA-A01:01. The binding affinity (normalized) is 0.234. The peptide sequence is SMMGFKMNY. (5) The peptide sequence is EQRRSTIFDI. The MHC is HLA-A24:02 with pseudo-sequence HLA-A24:02. The binding affinity (normalized) is 0.